Dataset: Forward reaction prediction with 1.9M reactions from USPTO patents (1976-2016). Task: Predict the product of the given reaction. (1) Given the reactants [N:1]1([C:10]2([C:15](Cl)=[O:16])[CH2:14][CH2:13][CH2:12][CH2:11]2)[C:5]2=[N:6][CH:7]=[CH:8][CH:9]=[C:4]2[CH:3]=[CH:2]1.[N+:18](=[CH2:20])=[N-:19].CNC(N)=O.[OH-].[K+], predict the reaction product. The product is: [N+:18](=[CH:20][C:15]([C:10]1([N:1]2[C:5]3=[N:6][CH:7]=[CH:8][CH:9]=[C:4]3[CH:3]=[CH:2]2)[CH2:14][CH2:13][CH2:12][CH2:11]1)=[O:16])=[N-:19]. (2) Given the reactants [Cl:1][C:2]1[N:10]=[C:9]2[C:5]([NH:6][CH:7]=[N:8]2)=[C:4]([Cl:11])[N:3]=1.[H-].[Na+].I[CH:15]([CH3:17])[CH3:16].C(OCC)C, predict the reaction product. The product is: [Cl:1][C:2]1[N:10]=[C:9]2[C:5]([N:6]=[CH:7][N:8]2[CH:15]([CH3:17])[CH3:16])=[C:4]([Cl:11])[N:3]=1.